From a dataset of Forward reaction prediction with 1.9M reactions from USPTO patents (1976-2016). Predict the product of the given reaction. (1) Given the reactants [Cl:1][C:2]1[CH:7]=[C:6]([Cl:8])[CH:5]=[CH:4][C:3]=1[C:9]1[C:36](=[O:37])[N:35]([CH3:38])[C:12]2[N:13]([CH3:34])[C:14]3[C:19]([C:11]=2[CH:10]=1)=[CH:18][C:17]([C:20]1[CH:24]=[CH:23][N:22]([CH2:25][CH2:26][O:27]C2CCCCO2)[N:21]=1)=[CH:16][CH:15]=3.C(O)(=O)C.C1COCC1, predict the reaction product. The product is: [Cl:1][C:2]1[CH:7]=[C:6]([Cl:8])[CH:5]=[CH:4][C:3]=1[C:9]1[C:36](=[O:37])[N:35]([CH3:38])[C:12]2[N:13]([CH3:34])[C:14]3[C:19]([C:11]=2[CH:10]=1)=[CH:18][C:17]([C:20]1[CH:24]=[CH:23][N:22]([CH2:25][CH2:26][OH:27])[N:21]=1)=[CH:16][CH:15]=3. (2) Given the reactants [NH2:1][C:2]1[CH:3]=[N:4][CH:5]=[CH:6][C:7]=1[N:8]1[CH2:13][CH2:12][CH2:11][C@H:10]([NH:14][C:15](=[O:21])[O:16][C:17]([CH3:20])([CH3:19])[CH3:18])[CH2:9]1.[C:22]([O:26][C:27]([NH:29][C:30]1[S:38][C:37]2[C:32](=[N:33][CH:34]=[C:35]([CH:39]3[CH2:42][N:41]([CH3:43])[CH2:40]3)[CH:36]=2)[C:31]=1[C:44](O)=[O:45])=[O:28])([CH3:25])([CH3:24])[CH3:23].CN(C(ON1N=NC2C=CC=NC1=2)=[N+](C)C)C.F[P-](F)(F)(F)(F)F.CCN(C(C)C)C(C)C, predict the reaction product. The product is: [C:22]([O:26][C:27]([NH:29][C:30]1[S:38][C:37]2[C:32](=[N:33][CH:34]=[C:35]([CH:39]3[CH2:42][N:41]([CH3:43])[CH2:40]3)[CH:36]=2)[C:31]=1[C:44]([NH:1][C:2]1[CH:3]=[N:4][CH:5]=[CH:6][C:7]=1[N:8]1[CH2:13][CH2:12][CH2:11][C@H:10]([NH:14][C:15](=[O:21])[O:16][C:17]([CH3:18])([CH3:20])[CH3:19])[CH2:9]1)=[O:45])=[O:28])([CH3:25])([CH3:23])[CH3:24]. (3) Given the reactants [F:1][C:2]([F:17])([F:16])[C:3]1[CH:4]=[C:5]([CH:9]=[C:10]([C:12]([F:15])([F:14])[F:13])[CH:11]=1)[C:6](=[S:8])[NH2:7].[CH3:18][O:19][C:20](=[O:26])[CH2:21][C:22]([CH2:24]Cl)=O, predict the reaction product. The product is: [F:17][C:2]([F:1])([F:16])[C:3]1[CH:4]=[C:5]([C:6]2[S:8][CH:24]=[C:22]([CH2:21][C:20]([O:19][CH3:18])=[O:26])[N:7]=2)[CH:9]=[C:10]([C:12]([F:15])([F:13])[F:14])[CH:11]=1.